Dataset: Experimentally validated miRNA-target interactions with 360,000+ pairs, plus equal number of negative samples. Task: Binary Classification. Given a miRNA mature sequence and a target amino acid sequence, predict their likelihood of interaction. (1) The miRNA is mmu-miR-466h-3p with sequence UACGCACGCACACACACAC. The protein sequence of the target gene is MAEGAASREAPAPLDVAGGEDDPRAGADAASGDAPPPALGGRMRDRRSGVALPGAAGVPADSEAGLLEAARATPRRSSIIKDPSNQKCGGRKKTVSFSSMPSEKKISSAHDCISFMQAGCELKKVRPNSRIYNRFFTLDTDLQALRWEPSKKDLEKAKLDISAIKEIRLGKNTETFRNNGLADQICEDCAFSILHGENYESLDLVANSADVANIWVSGLRYLVSRSKQPLDFIEGNQNTPRFMWLKTVFEAADVDGNGIMLEDTSVELIKQLNPTLKESKIRLKFKEIQKSKEKLTTRVT.... Result: 1 (interaction). (2) The miRNA is hsa-miR-759 with sequence GCAGAGUGCAAACAAUUUUGAC. The protein sequence of the target gene is MALDGPEQMELEEGKAGSGLRQYYLSKIEELQLIVNDKSQNLRRLQAQRNELNAKVRLLREELQLLQEQGSYVGEVVRAMDKKKVLVKVHPEGKFVVDVDKNIDINDVTPNCRVALRNDSYTLHKILPNKVDPLVSLMMVEKVPDSTYEMIGGLDKQIKEIKEVIELPVKHPELFEALGIAQPKGVLLYGPPGTGKTLLARAVAHHTDCTFIRVSGSELVQKFIGEGARMVRELFVMAREHAPSIIFMDEIDSIGSSRLEGGSGGDSEVQRTMLELLNQLDGFEATKNIKVIMATNRIDI.... Result: 0 (no interaction). (3) The miRNA is hsa-miR-383-3p with sequence ACAGCACUGCCUGGUCAGA. The protein sequence of the target gene is MAMSFEWPWQYRFPPFFTLQPNVDTRQKQLAAWCSLVLSFCRLHKQSSMTVMEAQESPLFNNVKLQRKLPVESIQIVLEELRKKGNLEWLDKSKSSFLIMWRRPEEWGKLIYQWVSRSGQNNSVFTLYELTNGEDTEDEEFHGLDEATLLRALQALQQEHKAEIITVSDGRGVKFF. Result: 0 (no interaction). (4) Result: 0 (no interaction). The miRNA is hsa-miR-1193 with sequence GGGAUGGUAGACCGGUGACGUGC. The protein sequence of the target gene is MDFSKFLADDFDVKDWINAAFRAGPKDGAAGKADGHAATLVMKLQLFIQEVNHAVEETSLQALQNMPKVLRDVEALKQEASFLKEQMILVKEDIKKFEQDTSQSMQVLVEIDQVKSRMQLAAESLQEADKWSTLSADIEETFKTQDIAVISAKLTGMQNSLMMLVDTPDYSEKCVHLEALKNRLEALASPQIVAAFTSQSVDQSKVFVKVFTEIDRMPQLLAYYYKCHKVQLLATWQELCQSDLPLDRQLTGLYDALLGAWHTQTQWATQVFKNPHEVVTVLLIQTLGALVPSLPMCLSA.... (5) The miRNA is mmu-miR-362-3p with sequence AACACACCUGUUCAAGGAUUCA. Result: 1 (interaction). The protein sequence of the target gene is MAELNPLAEELSCSVCLELFKEPVTTPCGHNFCMSCLDETWVVQGPPYRCPQCRKVYQVRPQLQKNTVMCAVVEQFLQAEQARTPVDDWTPPARFSASSAATQVACDHCLTEIAVKTCLVCMASFCQEHLRPHFDSPAFQDHPLQSPIRDLLRRKCTQHNRLRELFCPEHGECICHICLVEHKTCSPTTLSQASADLEYKLRNKLTIMHSHINGATKALEDVRSKQQCVQDSMKRKMEQLRQEYMEMKAVIDAAETSSLRKLKEEEKRVYGKFDTIYQVLVKKKSEMQKLKAEVELIMDK....